Dataset: Forward reaction prediction with 1.9M reactions from USPTO patents (1976-2016). Task: Predict the product of the given reaction. (1) Given the reactants [N:1]1([CH2:10][C:11]([C:13]2[CH:14]=[C:15]([C:19]3[CH:23]=[C:22]([CH2:24][CH:25]([CH3:27])[CH3:26])[S:21][C:20]=3[S:28]([NH:31]C(C)(C)C)(=[O:30])=[O:29])[CH:16]=[CH:17][CH:18]=2)=[O:12])[C:5]2[CH:6]=[CH:7][CH:8]=[CH:9][C:4]=2[N:3]=[CH:2]1.C1(OC)C=CC=CC=1.N1(C2C=CC=CN=2)CCCC1.Cl[C:56]([O:58][CH2:59][CH2:60][CH2:61][CH3:62])=[O:57].C(O)(=O)CC(CC(O)=O)(C(O)=O)O, predict the reaction product. The product is: [CH2:59]([O:58][C:56]([NH:31][S:28]([C:20]1[S:21][C:22]([CH2:24][CH:25]([CH3:27])[CH3:26])=[CH:23][C:19]=1[C:15]1[CH:16]=[CH:17][CH:18]=[C:13]([C:11](=[O:12])[CH2:10][N:1]2[C:5]3[CH:6]=[CH:7][CH:8]=[CH:9][C:4]=3[N:3]=[CH:2]2)[CH:14]=1)(=[O:29])=[O:30])=[O:57])[CH2:60][CH2:61][CH3:62]. (2) Given the reactants [N:1]1[CH:6]=[CH:5][CH:4]=[C:3]([CH:7]=[CH:8][C:9]2[CH:25]=[CH:24][C:12]([C:13]([NH:15][C@H:16]([C:21]([OH:23])=[O:22])[CH2:17][CH2:18][S:19][CH3:20])=[O:14])=[C:11]([C:26]3[CH:31]=[CH:30][CH:29]=[CH:28][C:27]=3[CH3:32])[CH:10]=2)[CH:2]=1.[C:33]([O:36][CH2:37]Br)(=[O:35])[CH3:34].[I-].[K+].[H-].[Na+], predict the reaction product. The product is: [C:33]([O:36][CH2:37][O:22][C:21](=[O:23])[C@H:16]([CH2:17][CH2:18][S:19][CH3:20])[NH:15][C:13](=[O:14])[C:12]1[CH:24]=[CH:25][C:9]([CH:8]=[CH:7][C:3]2[CH:2]=[N:1][CH:6]=[CH:5][CH:4]=2)=[CH:10][C:11]=1[C:26]1[CH:31]=[CH:30][CH:29]=[CH:28][C:27]=1[CH3:32])(=[O:35])[CH3:34]. (3) The product is: [Cl:29][C:30]1[CH:31]=[CH:32][C:33]([O:39][C:40]([F:41])([F:42])[F:43])=[C:34]([C:2]2[C:7]([O:8][CH3:9])=[CH:6][N:5]([CH:10]([CH3:27])[C:11]([NH:13][C:14]3[CH:15]=[CH:16][C:17]([C:18]([O:20][C:21]([CH3:23])([CH3:24])[CH3:22])=[O:19])=[CH:25][CH:26]=3)=[O:12])[C:4](=[O:28])[CH:3]=2)[CH:35]=1. Given the reactants Br[C:2]1[C:7]([O:8][CH3:9])=[CH:6][N:5]([CH:10]([CH3:27])[C:11]([NH:13][C:14]2[CH:26]=[CH:25][C:17]([C:18]([O:20][C:21]([CH3:24])([CH3:23])[CH3:22])=[O:19])=[CH:16][CH:15]=2)=[O:12])[C:4](=[O:28])[CH:3]=1.[Cl:29][C:30]1[CH:31]=[CH:32][C:33]([O:39][C:40]([F:43])([F:42])[F:41])=[C:34](B(O)O)[CH:35]=1.C(=O)([O-])[O-].[K+].[K+], predict the reaction product. (4) The product is: [C:1]1([C:7]2[CH2:12][CH2:13][CH2:14][CH2:15][C:16]=2[C:11]([O:10][CH2:8][CH3:9])=[O:21])[CH:6]=[CH:5][CH:4]=[CH:3][CH:2]=1. Given the reactants [C:1]1([CH3:7])[CH:6]=[CH:5][CH:4]=[CH:3][CH:2]=1.[CH2:8]([OH:10])[CH3:9].[C:11]1(B(O)O)[CH:16]=[CH:15][CH:14]=[CH:13][CH:12]=1.C(=O)([O-])[O-:21].[Na+].[Na+], predict the reaction product. (5) Given the reactants [C:1]([O:5][C:6](=[O:33])[NH:7][C@H:8]([C:24]1[CH:29]=[CH:28][C:27]([O:30][CH3:31])=[C:26]([CH3:32])[CH:25]=1)[C:9](N1[C@H](CC2C=CC=CC=2)COC1=O)=[O:10])([CH3:4])([CH3:3])[CH3:2].[OH:34]O.O.[OH-].[Li+], predict the reaction product. The product is: [C:1]([O:5][C:6]([NH:7][C@H:8]([C:24]1[CH:29]=[CH:28][C:27]([O:30][CH3:31])=[C:26]([CH3:32])[CH:25]=1)[C:9]([OH:10])=[O:34])=[O:33])([CH3:2])([CH3:3])[CH3:4]. (6) The product is: [CH:17]1([N:5]2[C:4]3[N:3]=[C:2]([NH:22][C:23]4[CH:32]=[CH:31][C:26]([C:27]([NH:29][CH3:30])=[O:28])=[CH:25][C:24]=4[O:33][CH3:34])[N:11]=[CH:10][C:9]=3[N:8]3[CH:12]=[N:13][N:14]=[C:7]3[C@H:6]2[CH2:15][CH3:16])[CH2:21][CH2:20][CH2:19][CH2:18]1. Given the reactants Cl[C:2]1[N:11]=[CH:10][C:9]2[N:8]3[CH:12]=[N:13][N:14]=[C:7]3[C@@H:6]([CH2:15][CH3:16])[N:5]([CH:17]3[CH2:21][CH2:20][CH2:19][CH2:18]3)[C:4]=2[N:3]=1.[NH2:22][C:23]1[CH:32]=[CH:31][C:26]([C:27]([NH:29][CH3:30])=[O:28])=[CH:25][C:24]=1[O:33][CH3:34].Cl.C([O-])(O)=O.[Na+], predict the reaction product. (7) Given the reactants B([O-])[O-].FC(F)(F)S(O[C:10]1[CH:19]=[C:18]2[C:13]([CH:14]=[CH:15][N:16]=[CH:17]2)=[CH:12][CH:11]=1)(=O)=O.C(=O)([O-])[O-].[Cs+].[Cs+].C[N:29]([CH:31]=O)C, predict the reaction product. The product is: [CH:17]1[C:18]2[C:13](=[CH:12][CH:11]=[C:10]([C:12]3[CH:11]=[C:31]([CH:15]=[CH:14][C:13]=3[CH3:18])[NH2:29])[CH:19]=2)[CH:14]=[CH:15][N:16]=1. (8) Given the reactants [NH2:1][C@@H:2]1[C:8](=[O:9])[N:7]([CH2:10][CH2:11][O:12][CH2:13][C:14]2[CH:19]=[CH:18][CH:17]=[CH:16][CH:15]=2)[C:6]2[CH:20]=[CH:21][CH:22]=[CH:23][C:5]=2[C:4]2[CH:24]=[CH:25][CH:26]=[CH:27][C:3]1=2.[CH2:28]([O:30][C:31](=[O:38])[C@:32]([F:37])([CH3:36])[C:33](O)=[O:34])[CH3:29], predict the reaction product. The product is: [CH2:28]([O:30][C:31](=[O:38])[C@:32]([F:37])([CH3:36])[C:33]([NH:1][C@@H:2]1[C:8](=[O:9])[N:7]([CH2:10][CH2:11][O:12][CH2:13][C:14]2[CH:19]=[CH:18][CH:17]=[CH:16][CH:15]=2)[C:6]2[CH:20]=[CH:21][CH:22]=[CH:23][C:5]=2[C:4]2[CH:24]=[CH:25][CH:26]=[CH:27][C:3]1=2)=[O:34])[CH3:29]. (9) Given the reactants [CH3:1][C:2]1[C:7]([CH:8]([C:13]2[C:21]3[C:16](=[CH:17][CH:18]=[C:19]([N:22]4[CH2:27][CH2:26][O:25][CH2:24][CH2:23]4)[CH:20]=3)[NH:15][CH:14]=2)[CH2:9][N+:10]([O-])=O)=[CH:6][CH:5]=[CH:4][C:3]=1[NH:28][C:29](=[O:38])[O:30][CH2:31][C:32]1[CH:37]=[CH:36][CH:35]=[CH:34][CH:33]=1.[Cl-].[NH4+], predict the reaction product. The product is: [NH2:10][CH2:9][CH:8]([C:7]1[C:2]([CH3:1])=[C:3]([NH:28][C:29](=[O:38])[O:30][CH2:31][C:32]2[CH:33]=[CH:34][CH:35]=[CH:36][CH:37]=2)[CH:4]=[CH:5][CH:6]=1)[C:13]1[C:21]2[C:16](=[CH:17][CH:18]=[C:19]([N:22]3[CH2:23][CH2:24][O:25][CH2:26][CH2:27]3)[CH:20]=2)[NH:15][CH:14]=1.